From a dataset of Full USPTO retrosynthesis dataset with 1.9M reactions from patents (1976-2016). Predict the reactants needed to synthesize the given product. (1) Given the product [CH3:4][CH:3]([NH:15][C:14]1[CH:13]=[CH:12][S:11][C:10]=1[C:8]([O:7][CH3:6])=[O:9])[CH3:5], predict the reactants needed to synthesize it. The reactants are: CO[C:3]([CH3:5])=[CH2:4].[CH3:6][O:7][C:8]([C:10]1[S:11][CH:12]=[CH:13][C:14]=1[NH2:15])=[O:9].C(O[BH-](OC(=O)C)OC(=O)C)(=O)C.[Na+].C(=O)(O)[O-].[Na+]. (2) Given the product [S:1]([C:5]1[CH:6]=[CH:7][C:8]([C:11]2[CH2:12][CH2:13][CH2:14][C:15]3[CH:27]=[C:26]([O:28][CH3:29])[CH:25]=[CH:24][C:16]=3[C:17]=2[CH2:18][CH2:19][CH2:20][CH2:21][CH2:22][OH:23])=[CH:9][CH:10]=1)([CH3:4])(=[O:3])=[O:2], predict the reactants needed to synthesize it. The reactants are: [S:1]([C:5]1[CH:10]=[CH:9][C:8]([C:11]2[CH2:12][CH2:13][CH2:14][C:15]3[CH:27]=[C:26]([O:28][CH3:29])[CH:25]=[CH:24][C:16]=3[C:17]=2[C:18]#[C:19][CH2:20][CH2:21][CH2:22][OH:23])=[CH:7][CH:6]=1)([CH3:4])(=[O:3])=[O:2]. (3) Given the product [Br:8][C:6]1[CH:7]=[C:2]([N:11]2[CH2:12][C@H:13]3[C@H:9]([CH2:15][N:14]3[C:16]([O:18][C:19]([CH3:22])([CH3:21])[CH3:20])=[O:17])[CH2:10]2)[CH:3]=[N:4][CH:5]=1, predict the reactants needed to synthesize it. The reactants are: Br[C:2]1[CH:3]=[N:4][CH:5]=[C:6]([Br:8])[CH:7]=1.[C@H:9]12[CH2:15][N:14]([C:16]([O:18][C:19]([CH3:22])([CH3:21])[CH3:20])=[O:17])[C@H:13]1[CH2:12][NH:11][CH2:10]2. (4) Given the product [ClH:36].[ClH:1].[ClH:36].[F:3][C:4]1[CH:5]=[CH:6][C:7]([N:10]([CH:30]2[CH2:31][CH2:32][N:33]([CH2:37][C:38]3[CH:43]=[CH:42][N:41]=[C:40]([C:44]4[CH:49]=[CH:48][C:47]([O:50][CH3:51])=[C:46]([O:52][CH3:53])[CH:45]=4)[CH:39]=3)[CH2:34][CH2:35]2)[CH2:11][C:12]2[CH:13]=[C:14]([C:18]3[CH:19]=[C:20]([O:28][CH3:29])[C:21]([O:26][CH3:27])=[C:22]([O:24][CH3:25])[CH:23]=3)[CH:15]=[N:16][CH:17]=2)=[CH:8][CH:9]=1, predict the reactants needed to synthesize it. The reactants are: [ClH:1].Cl.[F:3][C:4]1[CH:9]=[CH:8][C:7]([N:10]([CH:30]2[CH2:35][CH2:34][NH:33][CH2:32][CH2:31]2)[CH2:11][C:12]2[CH:13]=[C:14]([C:18]3[CH:23]=[C:22]([O:24][CH3:25])[C:21]([O:26][CH3:27])=[C:20]([O:28][CH3:29])[CH:19]=3)[CH:15]=[N:16][CH:17]=2)=[CH:6][CH:5]=1.[Cl:36][CH2:37][C:38]1[CH:43]=[CH:42][N:41]=[C:40]([C:44]2[CH:49]=[CH:48][C:47]([O:50][CH3:51])=[C:46]([O:52][CH3:53])[CH:45]=2)[CH:39]=1.